Dataset: Full USPTO retrosynthesis dataset with 1.9M reactions from patents (1976-2016). Task: Predict the reactants needed to synthesize the given product. (1) Given the product [F:16][C:5]1[C:6]([CH2:8][NH:9][C@H:10]([CH:13]([CH3:15])[CH3:14])[CH2:11][OH:12])=[N:7][C:2]([C:21]2[CH:20]=[CH:19][C:18]([F:17])=[C:23]([F:24])[C:22]=2[F:25])=[CH:3][CH:4]=1, predict the reactants needed to synthesize it. The reactants are: Br[C:2]1[N:7]=[C:6]([CH2:8][NH:9][C@H:10]([CH:13]([CH3:15])[CH3:14])[CH2:11][OH:12])[C:5]([F:16])=[CH:4][CH:3]=1.[F:17][C:18]1[C:23]([F:24])=[C:22]([F:25])[CH:21]=[CH:20][C:19]=1B(O)O.C([O-])([O-])=O.[Cs+].[Cs+].[O-]P([O-])([O-])=O.[O-]P([O-])([O-])=O.[Ca+2].[Ca+2].[Ca+2]. (2) The reactants are: C(N(CC)CC)C.[CH:8]([N:11]=[C:12]=[O:13])([CH3:10])[CH3:9].[CH:14]1[C:27]2[C:18](=[N:19][C:20]3[C:25]([C:26]=2[C:28]([N:30]2[CH2:35][CH2:34][N:33]([C:36]4[CH:41]=[CH:40][CH:39]=[C:38]([OH:42])[CH:37]=4)[CH2:32][CH2:31]2)=[O:29])=[CH:24][CH:23]=[CH:22][CH:21]=3)[CH:17]=[CH:16][CH:15]=1. Given the product [CH:8]([NH:11][C:12](=[O:13])[O:42][C:38]1[CH:39]=[CH:40][CH:41]=[C:36]([N:33]2[CH2:34][CH2:35][N:30]([C:28]([C:26]3[C:27]4[C:18]([N:19]=[C:20]5[C:25]=3[CH:24]=[CH:23][CH:22]=[CH:21]5)=[CH:17][CH:16]=[CH:15][CH:14]=4)=[O:29])[CH2:31][CH2:32]2)[CH:37]=1)([CH3:10])[CH3:9], predict the reactants needed to synthesize it.